From a dataset of Experimentally validated miRNA-target interactions with 360,000+ pairs, plus equal number of negative samples. Binary Classification. Given a miRNA mature sequence and a target amino acid sequence, predict their likelihood of interaction. The miRNA is mmu-miR-1934-5p with sequence UCUGGUCCCCUGCUUCGUCCUCU. The protein sequence of the target gene is MNKLYIGNLSDHAGPADLESVFKDAKIPVAGPFLVKTGYAFVDCPDEGWALKAIEALSGKMELHGKPMEVEHSVPKRQRIRKLQIRNIPPHLQWEVLDSLLVQYGVVESCEQVNTDSETAVVNVTYSSKDQARQALDKLNGFQLENFTLKVAYIPDETAAQQNPSPQLRGRRGPGQRGSSRQASPGSVSKQKPCDLPLRLLVPTQFVGAIIGKEGATIRNITKQTQSKIDVHRKENTGAAEKSITILSTPEGTSAACKSILEIMHKEAQDIKFTEEIPLKILAHNNFVGRLIGKEGRNLK.... Result: 0 (no interaction).